This data is from Forward reaction prediction with 1.9M reactions from USPTO patents (1976-2016). The task is: Predict the product of the given reaction. (1) Given the reactants C(C1C=C(C2ON=C(C3C=C(C)C(OCC(O)CNC(=O)CO)=C(C)C=3)N=2)C=CC=1)=O.[CH:32]([C:34]1[CH:35]=[C:36]([CH:40]=[C:41]([CH:43]([CH3:45])[CH3:44])[CH:42]=1)[C:37]([OH:39])=O)=[O:33].[CH2:46]([C:48]1[CH:63]=[C:62]([C:64](=[NH:67])[NH:65]O)[CH:61]=[C:60]([CH3:68])[C:49]=1[O:50][CH2:51][C@@H:52]([OH:59])[CH2:53][NH:54][C:55](=[O:58])[CH2:56][OH:57])[CH3:47], predict the reaction product. The product is: [CH2:46]([C:48]1[CH:63]=[C:62]([C:64]2[N:67]=[C:37]([C:36]3[CH:40]=[C:41]([CH:43]([CH3:45])[CH3:44])[CH:42]=[C:34]([CH:32]=[O:33])[CH:35]=3)[O:39][N:65]=2)[CH:61]=[C:60]([CH3:68])[C:49]=1[O:50][CH2:51][C@@H:52]([OH:59])[CH2:53][NH:54][C:55](=[O:58])[CH2:56][OH:57])[CH3:47]. (2) Given the reactants Cl.[F:2][C:3]1[CH:8]=[CH:7][C:6](/[CH:9]=[CH:10]/[C:11]2[CH:16]=[CH:15][C:14]([S:17]([C:20]3[CH:21]=[C:22]([NH2:26])[CH:23]=[CH:24][CH:25]=3)(=[O:19])=[O:18])=[CH:13][CH:12]=2)=[CH:5][CH:4]=1.[O-:27][C:28]#[N:29].[K+].[C:31]([OH:34])(=[O:33])[CH3:32], predict the reaction product. The product is: [C:31]([O:34][CH2:24][CH3:25])(=[O:33])[CH3:32].[CH3:3][CH2:4][CH2:5][CH:6]([CH3:9])[CH3:7].[F:2][C:3]1[CH:4]=[CH:5][C:6](/[CH:9]=[CH:10]/[C:11]2[CH:12]=[CH:13][C:14]([S:17]([C:20]3[CH:21]=[C:22]([NH:26][C:28]([NH2:29])=[O:27])[CH:23]=[CH:24][CH:25]=3)(=[O:19])=[O:18])=[CH:15][CH:16]=2)=[CH:7][CH:8]=1. (3) Given the reactants [S-:1][C:2]#[N:3].[Na+].[Cl-].[CH2:6]([N+:8]1([CH2:13][O:14][CH3:15])[CH2:12][CH2:11][CH2:10][CH2:9]1)[CH3:7], predict the reaction product. The product is: [S-:1][C:2]#[N:3].[CH2:6]([N+:8]1([CH2:13][O:14][CH3:15])[CH2:12][CH2:11][CH2:10][CH2:9]1)[CH3:7]. (4) Given the reactants C[O:2][C:3](=O)[CH:4]([CH3:23])[C:5]([NH:7][C:8]1[CH:13]=[CH:12][C:11]([O:14][CH2:15][C:16]2[CH:21]=[CH:20][CH:19]=[C:18]([F:22])[CH:17]=2)=[CH:10][CH:9]=1)=[O:6].[OH-].[NH4+:26], predict the reaction product. The product is: [F:22][C:18]1[CH:17]=[C:16]([CH:21]=[CH:20][CH:19]=1)[CH2:15][O:14][C:11]1[CH:12]=[CH:13][C:8]([NH:7][C:5](=[O:6])[CH:4]([CH3:23])[C:3]([NH2:26])=[O:2])=[CH:9][CH:10]=1. (5) Given the reactants [CH2:1]([OH:8])[C:2]1[CH:7]=[CH:6][CH:5]=[CH:4][CH:3]=1.[H-].[Na+].[Br:11][C:12]1[CH:17]=[C:16](F)[CH:15]=[C:14]([F:19])[CH:13]=1, predict the reaction product. The product is: [CH2:1]([O:8][C:16]1[CH:15]=[C:14]([F:19])[CH:13]=[C:12]([Br:11])[CH:17]=1)[C:2]1[CH:7]=[CH:6][CH:5]=[CH:4][CH:3]=1.